From a dataset of Forward reaction prediction with 1.9M reactions from USPTO patents (1976-2016). Predict the product of the given reaction. (1) Given the reactants C1C2C(COC([NH:18][C@H:19]([C:23]([N:25]([C@@H:27]([C@@H:57]([CH3:60])[CH2:58][CH3:59])[C@H:28]([O:55][CH3:56])[CH2:29][C:30]([N:32]3[CH2:36][CH2:35][CH2:34][C@H:33]3[C@H:37]([O:53][CH3:54])[C@@H:38]([CH3:52])[C:39]([NH:41][C@H:42]([CH3:51])[C@@H:43]([OH:50])[C:44]3[CH:49]=[CH:48][CH:47]=[CH:46][CH:45]=3)=[O:40])=[O:31])[CH3:26])=[O:24])[CH:20]([CH3:22])[CH3:21])=O)C3C(=CC=CC=3)C=2C=CC=1.C1COCC1.C(NCC)C, predict the reaction product. The product is: [OH:50][C@@H:43]([C:44]1[CH:45]=[CH:46][CH:47]=[CH:48][CH:49]=1)[C@H:42]([NH:41][C:39](=[O:40])[C@H:38]([CH3:52])[C@H:37]([C@@H:33]1[CH2:34][CH2:35][CH2:36][N:32]1[C:30](=[O:31])[CH2:29][C@@H:28]([O:55][CH3:56])[C@@H:27]([N:25]([CH3:26])[C:23](=[O:24])[C@H:19]([CH:20]([CH3:21])[CH3:22])[NH2:18])[C@@H:57]([CH3:60])[CH2:58][CH3:59])[O:53][CH3:54])[CH3:51]. (2) The product is: [CH3:1][O:2][C:3]1[CH:9]=[C:8]([C:20]2[CH:21]=[N:22][N:23]([CH3:25])[CH:24]=2)[CH:7]=[CH:6][C:4]=1[NH2:5]. Given the reactants [CH3:1][O:2][C:3]1[CH:9]=[C:8](B2OC(C)(C)C(C)(C)O2)[CH:7]=[CH:6][C:4]=1[NH2:5].Br[C:20]1[CH:21]=[N:22][N:23]([CH3:25])[CH:24]=1.C(Cl)Cl.C(=O)([O-])[O-].[Na+].[Na+], predict the reaction product. (3) Given the reactants OC(COC1C=CC=CC=1)CC(O)=O.O[CH:16]([CH2:21][CH2:22][CH2:23][O:24][C:25]1[CH:30]=[CH:29][CH:28]=[CH:27][CH:26]=1)[CH2:17][C:18]([OH:20])=[O:19], predict the reaction product. The product is: [O:24]([CH2:23][CH2:22][CH2:21][CH2:16][CH2:17][C:18]([OH:20])=[O:19])[C:25]1[CH:30]=[CH:29][CH:28]=[CH:27][CH:26]=1. (4) Given the reactants [C:1]([C:6]1[CH:7]=[C:8]([Cl:28])[C:9]([N:19]2[CH2:24][CH2:23][CH:22]([C:25](O)=[O:26])[CH2:21][CH2:20]2)=[N:10][C:11]=1[CH2:12][N:13]1[CH2:17][CH2:16][CH2:15][C:14]1=[O:18])(=[O:5])[CH2:2][CH2:3][CH3:4].[F:29][C:30]1[CH:35]=[CH:34][C:33]([N:36]([CH3:41])[S:37]([NH2:40])(=[O:39])=[O:38])=[CH:32][CH:31]=1, predict the reaction product. The product is: [C:1]([C:6]1[CH:7]=[C:8]([Cl:28])[C:9]([N:19]2[CH2:20][CH2:21][CH:22]([C:25]([NH:40][S:37]([N:36]([C:33]3[CH:34]=[CH:35][C:30]([F:29])=[CH:31][CH:32]=3)[CH3:41])(=[O:38])=[O:39])=[O:26])[CH2:23][CH2:24]2)=[N:10][C:11]=1[CH2:12][N:13]1[CH2:17][CH2:16][CH2:15][C:14]1=[O:18])(=[O:5])[CH2:2][CH2:3][CH3:4]. (5) Given the reactants Br[C:2]1[C:11]2[C:6](=[CH:7][CH:8]=[CH:9][CH:10]=2)[C:5]([C:12]([OH:14])=[O:13])=[CH:4][CH:3]=1.[B:15]1([B:15]2[O:19][C:18]([CH3:21])([CH3:20])[C:17]([CH3:23])([CH3:22])[O:16]2)[O:19][C:18]([CH3:21])([CH3:20])[C:17]([CH3:23])([CH3:22])[O:16]1.[F-].[Cs+].C1(P(C2C=CC=CC=2)C2C=CC=CC=2)C=CC=CC=1, predict the reaction product. The product is: [CH3:22][C:17]1([CH3:23])[C:18]([CH3:21])([CH3:20])[O:19][B:15]([C:2]2[C:11]3[C:6](=[CH:7][CH:8]=[CH:9][CH:10]=3)[C:5]([C:12]([OH:14])=[O:13])=[CH:4][CH:3]=2)[O:16]1.